Dataset: CYP1A2 inhibition data for predicting drug metabolism from PubChem BioAssay. Task: Regression/Classification. Given a drug SMILES string, predict its absorption, distribution, metabolism, or excretion properties. Task type varies by dataset: regression for continuous measurements (e.g., permeability, clearance, half-life) or binary classification for categorical outcomes (e.g., BBB penetration, CYP inhibition). Dataset: cyp1a2_veith. (1) The drug is COc1ccc(/C=N/Nc2snc(SC)c2C#N)cc1OC. The result is 1 (inhibitor). (2) The compound is C[N+](C)(C)c1ncnc2c1ncn2[C@@H]1CCCCO1. The result is 0 (non-inhibitor). (3) The result is 0 (non-inhibitor). The molecule is c1cc(CNCCCN2CCOCC2)ccn1. (4) The drug is Cn1c(=O)c2[nH]cnc2n(C)c1=O.Cn1c(=O)c2[nH]cnc2n(C)c1=O.NCCN. The result is 0 (non-inhibitor). (5) The result is 0 (non-inhibitor). The compound is CC(C)(N)C(=O)N[C@@H]1C(=O)N2[C@@H]1SC(C)(C)[C@H]2C(=O)O. (6) The compound is O=C(CO)Nc1ccc([As](=O)(O)O)cc1. The result is 0 (non-inhibitor). (7) The compound is CCOC(=O)C1=C(O)/C(=C/c2ccc(-c3ccccc3C(=O)O)o2)SC1=Nc1ccc(C)cc1. The result is 1 (inhibitor).